From a dataset of Forward reaction prediction with 1.9M reactions from USPTO patents (1976-2016). Predict the product of the given reaction. (1) Given the reactants [CH2:1]([N:3]1[C:11]2[CH:10]=[C:9]([C:12]([OH:14])=[O:13])[CH:8]=[C:7]3[N:15]([CH3:24])[S:16](=[O:23])(=[O:22])[C:17](C(O)=O)=[CH:18][C:5]([C:6]=23)=[CH:4]1)[CH3:2], predict the reaction product. The product is: [CH2:1]([N:3]1[C:11]2[CH:10]=[C:9]([C:12]([OH:14])=[O:13])[CH:8]=[C:7]3[N:15]([CH3:24])[S:16](=[O:22])(=[O:23])[CH:17]=[CH:18][C:5]([C:6]=23)=[CH:4]1)[CH3:2]. (2) Given the reactants C(=O)([O-])[O-].[K+].[K+].[CH3:7][O:8][CH2:9][CH2:10]Br.[F:12]C(F)(F)C(O)=O.[Cl:19][C:20]1[CH:21]=[C:22]([CH:43]=[CH:44][CH:45]=1)[N:23](F)[C:24]1[C:33]2[C:28](=[CH:29][C:30]([OH:41])=[CH:31][C:32]=2[O:34][CH:35]2[CH2:40][CH2:39][O:38][CH2:37][CH2:36]2)[N:27]=[CH:26][N:25]=1, predict the reaction product. The product is: [Cl:19][C:20]1[CH:21]=[C:22]([CH:43]=[CH:44][C:45]=1[F:12])[NH:23][C:24]1[C:33]2[C:28](=[CH:29][C:30]([O:41][CH2:10][CH2:9][O:8][CH3:7])=[CH:31][C:32]=2[O:34][CH:35]2[CH2:40][CH2:39][O:38][CH2:37][CH2:36]2)[N:27]=[CH:26][N:25]=1. (3) Given the reactants CC([O-])(C)C.[K+].[C:7]1([OH:13])[CH:12]=[CH:11][CH:10]=[CH:9][CH:8]=1.Cl.Cl[C:16]1[CH:21]=[CH:20][N:19]=[CH:18][CH:17]=1.Cl.O(C1C=CC=CN=1)C1C=CC=CC=1, predict the reaction product. The product is: [O:13]([C:16]1[CH:21]=[CH:20][N:19]=[CH:18][CH:17]=1)[C:7]1[CH:12]=[CH:11][CH:10]=[CH:9][CH:8]=1. (4) Given the reactants Cl.O.[C:3]([O:7][C:8]1[CH:13]=[C:12]([CH:14]([CH3:16])[CH3:15])[CH:11]=[CH:10][C:9]=1[C:17]1([NH:31][C:32](=[O:35])[CH2:33][CH3:34])[C:25](=[O:26])[C:24]2[C:19](=[CH:20][CH:21]=[CH:22][C:23]=2[N+:27]([O-])=O)[C:18]1=[O:30])(=[O:6])[CH2:4][CH3:5], predict the reaction product. The product is: [C:3]([O:7][C:8]1[CH:13]=[C:12]([CH:14]([CH3:15])[CH3:16])[CH:11]=[CH:10][C:9]=1[C:17]1([NH:31][C:32](=[O:35])[CH2:33][CH3:34])[C:25](=[O:26])[C:24]2[C:19](=[CH:20][CH:21]=[CH:22][C:23]=2[NH2:27])[C:18]1=[O:30])(=[O:6])[CH2:4][CH3:5]. (5) Given the reactants [H-].[Na+].[SH:3][C:4]1[CH:5]=[C:6]([CH:10]=[CH:11][CH:12]=1)[C:7]([OH:9])=[O:8].Cl[C:14]1[CH:21]=[CH:20][C:17]([C:18]#[N:19])=[CH:16][N:15]=1.Cl, predict the reaction product. The product is: [C:18]([C:17]1[CH:20]=[CH:21][C:14]([S:3][C:4]2[CH:5]=[C:6]([CH:10]=[CH:11][CH:12]=2)[C:7]([OH:9])=[O:8])=[N:15][CH:16]=1)#[N:19]. (6) Given the reactants C[O:2][C:3]1[N:8]=[C:7](S(C)(=O)=O)[N:6]=[C:5]([C:13]2[CH:29]=[CH:28][C:16]3[NH:17][C:18]([NH:20][C:21]([C:23]4[S:24][CH:25]=[CH:26][CH:27]=4)=[O:22])=[N:19][C:15]=3[CH:14]=2)[CH:4]=1.[NH2:30][C:31]1[CH:39]=[C:38]2[C:34]([CH:35]=[N:36][NH:37]2)=[CH:33][CH:32]=1, predict the reaction product. The product is: [NH:37]1[C:38]2[C:34](=[CH:33][CH:32]=[C:31]([NH:30][C:7]3[NH:8][C:3](=[O:2])[CH:4]=[C:5]([C:13]4[CH:29]=[CH:28][C:16]5[NH:17][C:18]([NH:20][C:21]([C:23]6[S:24][CH:25]=[CH:26][CH:27]=6)=[O:22])=[N:19][C:15]=5[CH:14]=4)[N:6]=3)[CH:39]=2)[CH:35]=[N:36]1. (7) The product is: [NH2:11][C:12]1[CH:17]=[CH:16][C:15]([O:18][C:4]2[CH:9]=[CH:8][N:7]=[C:6]([NH2:10])[CH:5]=2)=[CH:14][C:13]=1[F:19]. Given the reactants [H-].[Na+].Cl[C:4]1[CH:9]=[CH:8][N:7]=[C:6]([NH2:10])[CH:5]=1.[NH2:11][C:12]1[CH:17]=[CH:16][C:15]([OH:18])=[CH:14][C:13]=1[F:19], predict the reaction product. (8) Given the reactants [CH3:1][O:2][C:3]1[CH:8]=[CH:7][C:6]([C@@H:9]2[C@@H:14]([O:15][CH2:16][C:17]3[CH:18]=[CH:19][C:20]4[O:25][CH2:24][CH2:23][N:22]([CH2:26][CH2:27][CH2:28][O:29][CH3:30])[C:21]=4[CH:31]=3)[CH2:13][N:12]([S:32]([C:35]3[CH:40]=[CH:39][C:38]([CH3:41])=[CH:37][CH:36]=3)(=[O:34])=[O:33])[C@@H:11]([CH2:42][CH2:43][C:44]([OH:46])=O)[CH2:10]2)=[CH:5][CH:4]=1.Cl.[CH3:48][NH:49][O:50][CH3:51], predict the reaction product. The product is: [CH3:51][O:50][N:49]([CH3:48])[C:44](=[O:46])[CH2:43][CH2:42][C@H:11]1[CH2:10][C@H:9]([C:6]2[CH:7]=[CH:8][C:3]([O:2][CH3:1])=[CH:4][CH:5]=2)[C@@H:14]([O:15][CH2:16][C:17]2[CH:18]=[CH:19][C:20]3[O:25][CH2:24][CH2:23][N:22]([CH2:26][CH2:27][CH2:28][O:29][CH3:30])[C:21]=3[CH:31]=2)[CH2:13][N:12]1[S:32]([C:35]1[CH:36]=[CH:37][C:38]([CH3:41])=[CH:39][CH:40]=1)(=[O:34])=[O:33].